This data is from Peptide-MHC class I binding affinity with 185,985 pairs from IEDB/IMGT. The task is: Regression. Given a peptide amino acid sequence and an MHC pseudo amino acid sequence, predict their binding affinity value. This is MHC class I binding data. (1) The peptide sequence is RRDYRRGL. The MHC is HLA-B27:05 with pseudo-sequence HLA-B27:05. The binding affinity (normalized) is 0.476. (2) The peptide sequence is ESVKTQFNY. The MHC is HLA-A26:01 with pseudo-sequence HLA-A26:01. The binding affinity (normalized) is 0.371. (3) The peptide sequence is TNIRQAGVQY. The MHC is HLA-A02:01 with pseudo-sequence HLA-A02:01. The binding affinity (normalized) is 0. (4) The binding affinity (normalized) is 0. The peptide sequence is IELPEKDSW. The MHC is HLA-A68:01 with pseudo-sequence HLA-A68:01. (5) The peptide sequence is HTSALSLGY. The MHC is HLA-A02:01 with pseudo-sequence HLA-A02:01. The binding affinity (normalized) is 0.0847. (6) The peptide sequence is QTVNICIFY. The MHC is HLA-A31:01 with pseudo-sequence HLA-A31:01. The binding affinity (normalized) is 0.378. (7) The peptide sequence is KMDSFLDMQL. The MHC is HLA-A02:01 with pseudo-sequence HLA-A02:01. The binding affinity (normalized) is 0.831.